This data is from Reaction yield outcomes from USPTO patents with 853,638 reactions. The task is: Predict the reaction yield, written as a fraction of the theoretical maximum amount of product (1.0 means a 100% yield; for example, 0.34 means a 34% yield). (1) The reactants are [CH3:1][N:2]([CH2:13][C:14]1[N:18]([CH2:19][C@H:20]2[CH2:25][CH2:24][CH2:23][N:22](/[C:26](/[NH:35]C(=O)OC(C)(C)C)=[N:27]/C(=O)OC(C)(C)C)[CH2:21]2)[C:17]2[CH:43]=[CH:44][CH:45]=[CH:46][C:16]=2[N:15]=1)[C@H:3]1[C:12]2[N:11]=[CH:10][CH:9]=[CH:8][C:7]=2[CH2:6][CH2:5][CH2:4]1.N1CC(CN2C3C=CC=CC=3N=C2CN(C)C2C3N=CC=CC=3CCC2)C1. No catalyst specified. The product is [CH3:1][N:2]([CH2:13][C:14]1[N:18]([CH2:19][C@H:20]2[CH2:25][CH2:24][CH2:23][N:22]([C:26](=[NH:27])[NH2:35])[CH2:21]2)[C:17]2[CH:43]=[CH:44][CH:45]=[CH:46][C:16]=2[N:15]=1)[C@H:3]1[C:12]2[N:11]=[CH:10][CH:9]=[CH:8][C:7]=2[CH2:6][CH2:5][CH2:4]1. The yield is 1.00. (2) The reactants are [C:1]([O:5][C:6](=[O:32])[NH:7][CH:8]1[CH2:13][CH2:12][N:11]([C:14]2[N:15]([CH3:31])[C:16](=[O:30])[C:17](Cl)=[C:18]([C:20]3[CH:25]=[CH:24][C:23]([C:26]#[N:27])=[C:22]([F:28])[CH:21]=3)[N:19]=2)[CH2:10][CH2:9]1)([CH3:4])([CH3:3])[CH3:2].[CH3:33][N:34](C=O)C. The catalyst is [C-]#N.[C-]#N.[Zn+2].C1C=CC([P]([Pd]([P](C2C=CC=CC=2)(C2C=CC=CC=2)C2C=CC=CC=2)([P](C2C=CC=CC=2)(C2C=CC=CC=2)C2C=CC=CC=2)[P](C2C=CC=CC=2)(C2C=CC=CC=2)C2C=CC=CC=2)(C2C=CC=CC=2)C2C=CC=CC=2)=CC=1. The product is [C:1]([O:5][C:6](=[O:32])[NH:7][CH:8]1[CH2:13][CH2:12][N:11]([C:14]2[N:15]([CH3:31])[C:16](=[O:30])[C:17]([C:33]#[N:34])=[C:18]([C:20]3[CH:25]=[CH:24][C:23]([C:26]#[N:27])=[C:22]([F:28])[CH:21]=3)[N:19]=2)[CH2:10][CH2:9]1)([CH3:4])([CH3:3])[CH3:2]. The yield is 0.330. (3) The catalyst is N1C=CC=CC=1. The yield is 0.520. The reactants are [K+].F[C:3]1[CH:8]=[C:7]([C:9]2[C:14]3[CH:15]=[C:16]([C:32]([O-:34])=[O:33])[N:17]([CH2:18][CH2:19][O:20][C:21]4[CH:26]=[CH:25][C:24]([O:27][C:28]([F:31])([F:30])[F:29])=[CH:23][CH:22]=4)[C:13]=3[CH:12]=[CH:11][N:10]=2)[CH:6]=[CH:5][N:4]=1.[CH2:35]([CH2:37][NH2:38])[OH:36]. The product is [OH:36][CH2:35][CH2:37][NH:38][C:3]1[CH:8]=[C:7]([C:9]2[C:14]3[CH:15]=[C:16]([C:32]([OH:34])=[O:33])[N:17]([CH2:18][CH2:19][O:20][C:21]4[CH:22]=[CH:23][C:24]([O:27][C:28]([F:29])([F:30])[F:31])=[CH:25][CH:26]=4)[C:13]=3[CH:12]=[CH:11][N:10]=2)[CH:6]=[CH:5][N:4]=1. (4) The reactants are [CH:1]([N:4]1[CH:8]=[CH:7][C:6]([CH2:9]O)=[N:5]1)([CH3:3])[CH3:2].O=S(Cl)[Cl:13]. The catalyst is ClCCl. The product is [ClH:13].[Cl:13][CH2:9][C:6]1[CH:7]=[CH:8][N:4]([CH:1]([CH3:3])[CH3:2])[N:5]=1. The yield is 1.00. (5) The reactants are [CH2:1]([O:4][NH:5][C@H:6]1[CH2:11][NH:10][C@H:9]([C:12]([NH2:14])=[O:13])[C:8]([CH3:15])=[C:7]1[CH3:16])[CH:2]=[CH2:3].[CH2:17]([O:20]N1C(=O)N2C[C@H]1C(C)=C[C@H]2CO[Si](C(C)(C)C)(C)C)C=C. No catalyst specified. The product is [CH2:1]([O:4][N:5]1[C:17](=[O:20])[N:10]2[CH2:11][C@H:6]1[C:7]([CH3:16])=[C:8]([CH3:15])[C@H:9]2[C:12]([NH2:14])=[O:13])[CH:2]=[CH2:3]. The yield is 0.665. (6) The reactants are [Cl-].O[NH3+:3].[C:4](=[O:7])([O-])[OH:5].[Na+].CS(C)=O.[CH2:13]([C:17]1[N:18]=[C:19]([CH:45]2[CH2:47][CH2:46]2)[N:20]([C:39]2[CH:44]=[CH:43][CH:42]=[CH:41][CH:40]=2)[C:21](=[O:38])[C:22]=1[CH2:23][C:24]1[CH:29]=[CH:28][C:27]([C:30]2[C:31]([C:36]#[N:37])=[CH:32][CH:33]=[CH:34][CH:35]=2)=[CH:26][CH:25]=1)[CH2:14][CH2:15][CH3:16]. The catalyst is C(OCC)(=O)C. The product is [CH2:13]([C:17]1[N:18]=[C:19]([CH:45]2[CH2:46][CH2:47]2)[N:20]([C:39]2[CH:44]=[CH:43][CH:42]=[CH:41][CH:40]=2)[C:21](=[O:38])[C:22]=1[CH2:23][C:24]1[CH:29]=[CH:28][C:27]([C:30]2[CH:35]=[CH:34][CH:33]=[CH:32][C:31]=2[C:36]2[NH:3][C:4](=[O:7])[O:5][N:37]=2)=[CH:26][CH:25]=1)[CH2:14][CH2:15][CH3:16]. The yield is 0.780. (7) The product is [CH:16]1([C:14]([NH:13][C:9]2[N:10]=[CH:11][N:12]=[C:7]([O:6][C:5]3[CH:19]=[CH:20][C:2]([NH:1][C:34](=[O:35])[O:36][C:37]4[CH:42]=[CH:41][CH:40]=[CH:39][CH:38]=4)=[C:3]([CH3:21])[CH:4]=3)[CH:8]=2)=[O:15])[CH2:17][CH2:18]1. The catalyst is O.CCOC(C)=O.C(Cl)Cl. The yield is 0.983. The reactants are [NH2:1][C:2]1[CH:20]=[CH:19][C:5]([O:6][C:7]2[N:12]=[CH:11][N:10]=[C:9]([NH:13][C:14]([CH:16]3[CH2:18][CH2:17]3)=[O:15])[CH:8]=2)=[CH:4][C:3]=1[CH3:21].N1C=CC=CC=1.C1COCC1.Cl[C:34]([O:36][C:37]1[CH:42]=[CH:41][CH:40]=[CH:39][CH:38]=1)=[O:35].